This data is from Reaction yield outcomes from USPTO patents with 853,638 reactions. The task is: Predict the reaction yield, written as a fraction of the theoretical maximum amount of product (1.0 means a 100% yield; for example, 0.34 means a 34% yield). (1) The reactants are [CH2:1]([O:8][C:9](=[O:25])[NH:10][C@@H:11]([CH2:23][OH:24])[C:12]([NH:14][C:15]1[CH:20]=[CH:19][C:18]([O:21][CH3:22])=[CH:17][CH:16]=1)=O)[C:2]1[CH:7]=[CH:6][CH:5]=[CH:4][CH:3]=1.S(N1C=CN=C1)(N1C=CN=C1)(=O)=O.[H-].[Na+].CO. The catalyst is CN(C=O)C. The product is [CH2:1]([O:8][C:9](=[O:25])[NH:10][C@H:11]1[CH2:12][N:14]([C:15]2[CH:20]=[CH:19][C:18]([O:21][CH3:22])=[CH:17][CH:16]=2)[C:23]1=[O:24])[C:2]1[CH:7]=[CH:6][CH:5]=[CH:4][CH:3]=1. The yield is 0.760. (2) The reactants are N1(CC2[CH:13]=[CH:12][C:11](/[CH:14]=[CH:15]/[C:16]#[C:17][C:18]3[CH:26]=[CH:25][C:21]([C:22]([OH:24])=[O:23])=[CH:20][CH:19]=3)=[CH:10][CH:9]=2)CCOCC1.CC[N:29]([CH:33]([CH3:35])C)[CH:30]([CH3:32])[CH3:31].[CH:36]1(N)CC1. The product is [CH3:36][O:24][C:22](=[O:23])[C:21]1[CH:25]=[CH:26][C:18]([C:17]#[C:16]/[CH:15]=[CH:14]/[C:11]2[CH:12]=[CH:13][C:35]([CH2:33][NH:29][CH:30]3[CH2:31][CH2:32]3)=[CH:9][CH:10]=2)=[CH:19][CH:20]=1. The yield is 1.00. The catalyst is C(Cl)Cl.